This data is from Reaction yield outcomes from USPTO patents with 853,638 reactions. The task is: Predict the reaction yield, written as a fraction of the theoretical maximum amount of product (1.0 means a 100% yield; for example, 0.34 means a 34% yield). (1) The catalyst is Cl.CO. The yield is 0.680. The reactants are [OH:1][C:2]1[CH:3]=[C:4]2[C:9](=[CH:10][CH:11]=1)[N:8]=[C:7]([C:12]1[CH:28]=[CH:27][C:15]([C:16]([NH:18][NH:19]C(OC(C)(C)C)=O)=[O:17])=[CH:14][CH:13]=1)[CH:6]=[CH:5]2. The product is [OH:1][C:2]1[CH:3]=[C:4]2[C:9](=[CH:10][CH:11]=1)[N:8]=[C:7]([C:12]1[CH:13]=[CH:14][C:15]([C:16]([NH:18][NH2:19])=[O:17])=[CH:27][CH:28]=1)[CH:6]=[CH:5]2. (2) The product is [F:10][C:11]1[CH:16]=[CH:15][C:14]([NH:17][C:18]2[N:19]([CH3:34])[C:20]3[C:29]4[C:28](=[O:30])[NH:27][C:5]([CH:6]=[O:1])=[C:25]([CH3:26])[C:24]=4[CH:23]=[CH:22][C:21]=3[N:33]=2)=[C:13]([CH3:35])[CH:12]=1. The yield is 0.610. The reactants are [O:1]1[CH2:6][CH2:5]OCC1.[Se](=O)=O.[F:10][C:11]1[CH:16]=[CH:15][C:14]([NH:17][C:18]2[N:19]([CH3:34])[C:20]3[C:29]4[C:28](=[O:30])[NH:27][C:26](C)=[C:25](C)[C:24]=4[CH:23]=[CH:22][C:21]=3[N:33]=2)=[C:13]([CH3:35])[CH:12]=1.[Se]. The catalyst is CO.O. (3) The product is [Br:9][C:10]1[CH:11]=[C:12]([S:17]([NH:1][C:2]2[C:3]([OH:8])=[N:4][CH:5]=[CH:6][CH:7]=2)(=[O:19])=[O:18])[CH:13]=[N:14][C:15]=1[Cl:16]. The reactants are [NH2:1][C:2]1[C:3]([OH:8])=[N:4][CH:5]=[CH:6][CH:7]=1.[Br:9][C:10]1[CH:11]=[C:12]([S:17](Cl)(=[O:19])=[O:18])[CH:13]=[N:14][C:15]=1[Cl:16]. The yield is 0.170. The catalyst is CO. (4) The reactants are [CH2:1]([O:8][C:9]1[C:22]2[S:21][C:20]3[C:15](=[CH:16][CH:17]=[CH:18][CH:19]=3)[C:14](=O)[C:13]=2[C:12]([NH:24][CH2:25][C:26]2[CH:31]=[CH:30][C:29]([O:32][CH3:33])=[CH:28][CH:27]=2)=[CH:11][CH:10]=1)[C:2]1[CH:7]=[CH:6][CH:5]=[CH:4][CH:3]=1.B.C1COCC1. The catalyst is C1COCC1.CC(C)=O.C(Cl)Cl. The product is [CH2:1]([O:8][C:9]1[C:22]2[S:21][C:20]3[C:15](=[CH:16][CH:17]=[CH:18][CH:19]=3)[CH2:14][C:13]=2[C:12]([NH:24][CH2:25][C:26]2[CH:31]=[CH:30][C:29]([O:32][CH3:33])=[CH:28][CH:27]=2)=[CH:11][CH:10]=1)[C:2]1[CH:7]=[CH:6][CH:5]=[CH:4][CH:3]=1. The yield is 0.998.